From a dataset of Forward reaction prediction with 1.9M reactions from USPTO patents (1976-2016). Predict the product of the given reaction. (1) Given the reactants [CH3:1][O:2][CH2:3]/[C:4](/[C:11]1[CH:16]=[CH:15][CH:14]=[C:13]([O:17]C2CCCCO2)[CH:12]=1)=[CH:5]\[C:6]([O:8][CH2:9][CH3:10])=[O:7], predict the reaction product. The product is: [OH:17][C:13]1[CH:12]=[C:11](/[C:4](/[CH2:3][O:2][CH3:1])=[CH:5]/[C:6]([O:8][CH2:9][CH3:10])=[O:7])[CH:16]=[CH:15][CH:14]=1. (2) Given the reactants [Cl:1][C:2]1[CH:3]=[C:4]([CH:12]=[CH:13][C:14]=1[Cl:15])[O:5][CH:6]1[CH2:11][CH2:10][NH:9][CH2:8][CH2:7]1.[O:16]1[CH2:18][CH:17]1[CH2:19][CH2:20][N:21]1[C:29](=[O:30])[C:28]2[C:23](=[CH:24][CH:25]=[CH:26][CH:27]=2)[C:22]1=[O:31], predict the reaction product. The product is: [Cl:1][C:2]1[CH:3]=[C:4]([CH:12]=[CH:13][C:14]=1[Cl:15])[O:5][CH:6]1[CH2:11][CH2:10][N:9]([CH2:18][CH:17]([OH:16])[CH2:19][CH2:20][N:21]2[C:29](=[O:30])[C:28]3[C:23](=[CH:24][CH:25]=[CH:26][CH:27]=3)[C:22]2=[O:31])[CH2:8][CH2:7]1. (3) The product is: [C:32]1([C:28]2[O:29][C:30](=[O:31])[C:26](=[CH:25][N:19]3[CH2:20][CH2:21][N:16]([C:14]([NH:13][C:7]4[CH:12]=[CH:11][CH:10]=[CH:9][CH:8]=4)=[NH:15])[CH2:17][CH2:18]3)[N:27]=2)[C:41]2[C:36](=[CH:37][CH:38]=[CH:39][CH:40]=2)[CH:35]=[CH:34][CH:33]=1. Given the reactants O1C=CNC1=O.[C:7]1([NH:13][C:14]([N:16]2[CH2:21][CH2:20][NH:19][CH2:18][CH2:17]2)=[NH:15])[CH:12]=[CH:11][CH:10]=[CH:9][CH:8]=1.C(O[CH:25]=[C:26]1[C:30](=[O:31])[O:29][C:28]([C:32]2[C:41]3[C:36](=[CH:37][CH:38]=[CH:39][CH:40]=3)[CH:35]=[CH:34][CH:33]=2)=[N:27]1)C, predict the reaction product. (4) Given the reactants CC1(C)C(C)(C)OB([C:9]2[CH:10]=[C:11]3[C:17]([NH:18][C:19]([C:21]4[CH:22]=[N:23][N:24]([CH2:26][C:27]5[CH:32]=[CH:31][CH:30]=[CH:29][CH:28]=5)[CH:25]=4)=[O:20])=[CH:16][N:15](S(C4C=CC(C)=CC=4)(=O)=O)[C:12]3=[N:13][CH:14]=2)O1.Br[C:45]1[CH:46]=[N:47][N:48]([CH2:50][CH2:51][N:52]([CH2:55][CH3:56])[CH2:53][CH3:54])[CH:49]=1.C([O-])([O-])=O.[K+].[K+], predict the reaction product. The product is: [CH2:53]([N:52]([CH2:55][CH3:56])[CH2:51][CH2:50][N:48]1[CH:49]=[C:45]([C:9]2[CH:10]=[C:11]3[C:17]([NH:18][C:19]([C:21]4[CH:22]=[N:23][N:24]([CH2:26][C:27]5[CH:32]=[CH:31][CH:30]=[CH:29][CH:28]=5)[CH:25]=4)=[O:20])=[CH:16][NH:15][C:12]3=[N:13][CH:14]=2)[CH:46]=[N:47]1)[CH3:54].